The task is: Predict the reaction yield, written as a fraction of the theoretical maximum amount of product (1.0 means a 100% yield; for example, 0.34 means a 34% yield).. This data is from Reaction yield outcomes from USPTO patents with 853,638 reactions. (1) The reactants are [NH2:1][C:2]1[N:10]=[CH:9][N:8]=[C:7]2[C:3]=1[N:4]=[C:5]([CH:39]=[CH2:40])[N:6]2[C:11]1[CH:16]=[CH:15][C:14]([NH:17][C:18]([NH:20][C:21]2[CH:26]=[C:25]([C:27]([F:30])([F:29])[F:28])[CH:24]=[C:23]([CH2:31][N:32]3[CH2:37][CH2:36][N:35]([CH3:38])[CH2:34][CH2:33]3)[CH:22]=2)=[O:19])=[CH:13][CH:12]=1.[H][H]. The catalyst is CO.[C].[Pd]. The product is [NH2:1][C:2]1[N:10]=[CH:9][N:8]=[C:7]2[C:3]=1[N:4]=[C:5]([CH2:39][CH3:40])[N:6]2[C:11]1[CH:16]=[CH:15][C:14]([NH:17][C:18]([NH:20][C:21]2[CH:26]=[C:25]([C:27]([F:29])([F:30])[F:28])[CH:24]=[C:23]([CH2:31][N:32]3[CH2:33][CH2:34][N:35]([CH3:38])[CH2:36][CH2:37]3)[CH:22]=2)=[O:19])=[CH:13][CH:12]=1. The yield is 0.900. (2) The reactants are [CH2:1]([OH:77])[C@H:2]1[O:7][C@@H:6]2[O:8][C@H:9]3[C@H:14]([OH:15])[C@@H:13]([OH:16])[C@@H:12]([O:17][C@H:18]4[C@H:23]([OH:24])[C@@H:22]([OH:25])[C@@H:21]([O:26][C@H:27]5[C@H:32]([OH:33])[C@@H:31]([OH:34])[C@@H:30]([O:35][C@H:36]6[C@H:41]([OH:42])[C@@H:40]([OH:43])[C@@H:39]([O:44][C@H:45]7[C@H:50]([OH:51])[C@@H:49]([OH:52])[C@@H:48]([O:53][C@H:54]8[C@H:60]([OH:61])[C@@H:59]([OH:62])[C@@H:57]([O:58][C@H:3]1[C@H:4]([OH:76])[C@H:5]2[OH:75])[O:56][C@@H:55]8[CH2:63][OH:64])[O:47][C@@H:46]7[CH2:65][OH:66])[O:38][C@@H:37]6[CH2:67][OH:68])[O:29][C@@H:28]5[CH2:69][OH:70])[O:20][C@@H:19]4[CH2:71][OH:72])[O:11][C@@H:10]3[CH2:73][OH:74].C(ON1C(=O)CCC1=O)(=O)CCCCCCC(ON1C(=O)CCC1=O)=O.C(ON1C(=O)CCC1=O)(=O)CCCCCCC(ON1C(=O)CCC1=O)=O. No catalyst specified. The product is [CH2:67]([OH:68])[C@H:37]1[O:38][C@@H:39]2[O:44][C@H:45]3[C@H:50]([OH:51])[C@@H:49]([OH:52])[C@@H:48]([O:53][C@H:54]4[C@H:60]([OH:61])[C@@H:59]([OH:62])[C@@H:57]([O:58][C@H:3]5[C@H:4]([OH:76])[C@@H:5]([OH:75])[C@@H:6]([O:8][C@H:9]6[C@H:14]([OH:15])[C@@H:13]([OH:16])[C@@H:12]([O:17][C@H:18]7[C@H:23]([OH:24])[C@@H:22]([OH:25])[C@@H:21]([O:26][C@H:27]8[C@H:32]([OH:33])[C@@H:31]([OH:34])[C@@H:30]([O:35][C@H:36]1[C@H:41]([OH:42])[C@H:40]2[OH:43])[O:29][C@@H:28]8[CH2:69][OH:70])[O:20][C@@H:19]7[CH2:71][OH:72])[O:11][C@@H:10]6[CH2:73][OH:74])[O:7][C@@H:2]5[CH2:1][OH:77])[O:56][C@@H:55]4[CH2:63][OH:64])[O:47][C@@H:46]3[CH2:65][OH:66]. The yield is 0.670. (3) The reactants are [O:1]=[C:2]1[CH2:6][CH2:5][N:4]([C:7]([O:9][C:10]([CH3:13])([CH3:12])[CH3:11])=[O:8])[CH2:3]1.C[Si]([N-][Si](C)(C)C)(C)C.[Li+].C1C=CC(N([S:31]([C:34]([F:37])([F:36])[F:35])(=[O:33])=[O:32])[S:31]([C:34]([F:37])([F:36])[F:35])(=[O:33])=[O:32])=CC=1. The catalyst is C1COCC1. The product is [C:10]([O:9][C:7]([N:4]1[CH2:5][CH:6]=[C:2]([O:1][S:31]([C:34]([F:37])([F:36])[F:35])(=[O:33])=[O:32])[CH2:3]1)=[O:8])([CH3:13])([CH3:12])[CH3:11]. The yield is 0.530.